Binary Classification. Given a drug SMILES string, predict its activity (active/inactive) in a high-throughput screening assay against a specified biological target. From a dataset of Cav3 T-type calcium channel HTS with 100,875 compounds. (1) The compound is O=c1n(c(=O)n(c2nc(N)c(c(c12)c1ccc(OC)cc1)C#N)C)C. The result is 0 (inactive). (2) The compound is S1CC2(COC(OC2)c2ccccc2)C(=O)c2c1cccc2. The result is 0 (inactive). (3) The molecule is S(C=1NC(=C(C(C1C#N)c1occc1)C(OCCOC)=O)C)CC(=O)NC(C)(C)C. The result is 0 (inactive). (4) The drug is Fc1c(Cn2nnc3c2nc(nc3NCCO)C)cccc1. The result is 0 (inactive). (5) The drug is O1C(CNCCC)COc2c1cccc2. The result is 0 (inactive).